Dataset: Catalyst prediction with 721,799 reactions and 888 catalyst types from USPTO. Task: Predict which catalyst facilitates the given reaction. Reactant: CC(C)([O-])C.[K+].[CH3:7][C:8]1[CH:13]=[CH:12][C:11]([CH2:14][C:15]([O:17][C:18]([CH3:21])([CH3:20])[CH3:19])=[O:16])=[CH:10][CH:9]=1.[CH:22]1(Br)[CH2:26][CH2:25][CH2:24][CH2:23]1. Product: [CH:22]1([CH:14]([C:11]2[CH:10]=[CH:9][C:8]([CH3:7])=[CH:13][CH:12]=2)[C:15]([O:17][C:18]([CH3:21])([CH3:20])[CH3:19])=[O:16])[CH2:26][CH2:25][CH2:24][CH2:23]1. The catalyst class is: 3.